From a dataset of Forward reaction prediction with 1.9M reactions from USPTO patents (1976-2016). Predict the product of the given reaction. (1) Given the reactants [Cl:1][C:2]1[C:3]2[C:10]([I:11])=[CH:9][NH:8][C:4]=2[N:5]=[CH:6][N:7]=1.[H-].[Na+].[CH3:14][Si:15]([CH3:22])([CH3:21])[CH2:16][CH2:17][O:18][CH2:19]Cl.O, predict the reaction product. The product is: [Cl:1][C:2]1[C:3]2[C:10]([I:11])=[CH:9][N:8]([CH2:19][O:18][CH2:17][CH2:16][Si:15]([CH3:22])([CH3:21])[CH3:14])[C:4]=2[N:5]=[CH:6][N:7]=1. (2) Given the reactants [C:1]([O:5][C:6]([N:8]1[C@H:12]([CH2:13][OH:14])[CH2:11][O:10][C:9]1([CH3:16])[CH3:15])=[O:7])([CH3:4])([CH3:3])[CH3:2].[S:17](Cl)([C:20]1[CH:26]=[CH:25][C:23]([CH3:24])=[CH:22][CH:21]=1)(=[O:19])=[O:18], predict the reaction product. The product is: [C:1]([O:5][C:6]([N:8]1[C@H:12]([CH2:13][O:14][S:17]([C:20]2[CH:26]=[CH:25][C:23]([CH3:24])=[CH:22][CH:21]=2)(=[O:19])=[O:18])[CH2:11][O:10][C:9]1([CH3:16])[CH3:15])=[O:7])([CH3:4])([CH3:3])[CH3:2]. (3) Given the reactants [H-].[Na+].[NH:3]1[CH:7]=[CH:6][N:5]=[CH:4]1.Cl[CH2:9][CH2:10][C:11]1[N:20]=[C:19]([C:21]2[CH:26]=[CH:25][C:24]3[O:27][CH2:28][O:29][C:23]=3[CH:22]=2)[C:18]2[C:13](=[CH:14][C:15]3[O:32][CH2:31][O:30][C:16]=3[CH:17]=2)[N:12]=1.[Na+].[I-], predict the reaction product. The product is: [N:3]1([CH2:9][CH2:10][C:11]2[N:20]=[C:19]([C:21]3[CH:26]=[CH:25][C:24]4[O:27][CH2:28][O:29][C:23]=4[CH:22]=3)[C:18]3[C:13](=[CH:14][C:15]4[O:32][CH2:31][O:30][C:16]=4[CH:17]=3)[N:12]=2)[CH:7]=[CH:6][N:5]=[CH:4]1. (4) Given the reactants [CH2:1]([O:4][C:5]1[CH:13]=[CH:12][C:8]([C:9](O)=[O:10])=[CH:7][C:6]=1[C:14]1[NH:15][C:16](=[O:24])[C:17]([CH2:22][CH3:23])=[C:18]([CH2:20][CH3:21])[N:19]=1)[CH2:2][CH3:3].S(Cl)(Cl)=O.[NH2:29][CH2:30][C:31]([O:33][CH2:34][CH3:35])=[O:32].C(N(CC)CC)C, predict the reaction product. The product is: [CH2:20]([C:18]1[N:19]=[C:14]([C:6]2[CH:7]=[C:8]([CH:12]=[CH:13][C:5]=2[O:4][CH2:1][CH2:2][CH3:3])[C:9]([NH:29][CH2:30][C:31]([O:33][CH2:34][CH3:35])=[O:32])=[O:10])[NH:15][C:16](=[O:24])[C:17]=1[CH2:22][CH3:23])[CH3:21]. (5) Given the reactants P(Br)(Br)([Br:3])=O.[CH2:6]([O:10][C:11]([C:13]1[N:14]=[C:15](O)[C:16]2[C:21]([C:22]=1[OH:23])=[CH:20][CH:19]=[C:18]([S:24][C:25]1[CH:30]=[CH:29][CH:28]=[CH:27][CH:26]=1)[CH:17]=2)=[O:12])[CH2:7][CH2:8][CH3:9].C(=O)(O)[O-].[Na+].O, predict the reaction product. The product is: [CH2:6]([O:10][C:11]([C:13]1[N:14]=[C:15]([Br:3])[C:16]2[C:21]([C:22]=1[OH:23])=[CH:20][CH:19]=[C:18]([S:24][C:25]1[CH:30]=[CH:29][CH:28]=[CH:27][CH:26]=1)[CH:17]=2)=[O:12])[CH2:7][CH2:8][CH3:9]. (6) Given the reactants [CH3:1][O:2][C:3]1[C:4]([CH2:13][CH2:14][C:15]2[CH:19]=[CH:18][S:17][CH:16]=2)=[C:5]([CH2:9][CH2:10][C:11]#N)[CH:6]=[CH:7][CH:8]=1.[OH-:20].[Na+].[OH2:22], predict the reaction product. The product is: [CH3:1][O:2][C:3]1[C:4]([CH2:13][CH2:14][C:15]2[CH:19]=[CH:18][S:17][CH:16]=2)=[C:5]([CH2:9][CH2:10][C:11]([OH:22])=[O:20])[CH:6]=[CH:7][CH:8]=1. (7) Given the reactants CO[C:3]([C@:5]12[CH2:10][C@H:9]1[CH2:8][CH2:7][N:6]2[NH:11][CH2:12][C:13]1[CH:18]=[CH:17][C:16]([F:19])=[CH:15][CH:14]=1)=[O:4].[CH3:20][S:21]([NH:24][C:25]1[CH:40]=[CH:39][C:28]2[NH:29][C:30]([CH2:35][C:36](O)=[O:37])=[N:31][S:32](=[O:34])(=[O:33])[C:27]=2[CH:26]=1)(=[O:23])=[O:22].Cl.CN(C)CCCN=C=NCC.CN1CCOCC1.N12CCCN=C1CCCCC2, predict the reaction product. The product is: [F:19][C:16]1[CH:15]=[CH:14][C:13]([CH2:12][N:11]2[N:6]3[C@:5]4([CH2:10][C@H:9]4[CH2:8][CH2:7]3)[C:3]([OH:4])=[C:35]([C:30]3[NH:29][C:28]4[CH:39]=[CH:40][C:25]([NH:24][S:21]([CH3:20])(=[O:23])=[O:22])=[CH:26][C:27]=4[S:32](=[O:33])(=[O:34])[N:31]=3)[C:36]2=[O:37])=[CH:18][CH:17]=1. (8) The product is: [NH2:14][C@@H:15]1[CH2:20][CH2:19][C@H:18]([N:21]2[C:26](=[O:27])[C:25]3[CH:28]=[C:29]([F:32])[CH:30]=[N:31][C:24]=3[N:23]([C:33]3[CH:34]=[C:35]([C:39]4[CH:44]=[CH:43][C:42]([OH:45])=[CH:41][C:40]=4[CH2:46][N:47]4[CH2:53][CH2:52][C:51](=[O:54])[NH:50][CH2:49][CH2:48]4)[CH:36]=[CH:37][CH:38]=3)[C:22]2=[O:55])[CH2:17][CH2:16]1. Given the reactants FC(F)(F)C(O)=O.C(OC(=O)[NH:14][C@H:15]1[CH2:20][CH2:19][C@@H:18]([N:21]2[C:26](=[O:27])[C:25]3[CH:28]=[C:29]([F:32])[CH:30]=[N:31][C:24]=3[N:23]([C:33]3[CH:34]=[C:35]([C:39]4[CH:44]=[CH:43][C:42]([OH:45])=[CH:41][C:40]=4[CH2:46][N:47]4[CH2:53][CH2:52][C:51](=[O:54])[NH:50][CH2:49][CH2:48]4)[CH:36]=[CH:37][CH:38]=3)[C:22]2=[O:55])[CH2:17][CH2:16]1)(C)(C)C, predict the reaction product.